The task is: Predict the product of the given reaction.. This data is from Forward reaction prediction with 1.9M reactions from USPTO patents (1976-2016). (1) Given the reactants [CH3:1][C@H:2]1[C@@H:7]([N:8]([C:10]2[N:18]=[CH:17][N:16]=[C:15]3[C:11]=2[CH:12]=[CH:13][NH:14]3)[CH3:9])[CH2:6][N:5]([C:19]([CH2:21][C:22]#[N:23])=[O:20])[CH2:4][CH2:3]1.[ClH:24], predict the reaction product. The product is: [CH3:1][C@H:2]1[C@@H:7]([N:8]([C:10]2[N:18]=[CH:17][N:16]=[C:15]3[C:11]=2[CH:12]=[CH:13][NH:14]3)[CH3:9])[CH2:6][N:5]([C:19]([CH2:21][C:22]#[N:23])=[O:20])[CH2:4][CH2:3]1.[ClH:24]. (2) Given the reactants O[C@@H:2]1[CH2:7][CH2:6][CH2:5][N:4]([C:8]([C:10]2[CH:11]=[N:12][O:13][C:14]=2[CH3:15])=[O:9])[CH2:3]1.[F:16][C:17]1[CH:22]=[CH:21][C:20]([C:23]2[NH:27][N:26]=[N:25][N:24]=2)=[CH:19][CH:18]=1, predict the reaction product. The product is: [F:16][C:17]1[CH:22]=[CH:21][C:20]([C:23]2[N:24]=[N:25][N:26]([C@H:2]3[CH2:7][CH2:6][CH2:5][N:4]([C:8]([C:10]4[CH:11]=[N:12][O:13][C:14]=4[CH3:15])=[O:9])[CH2:3]3)[N:27]=2)=[CH:19][CH:18]=1. (3) Given the reactants [C:1]([O:5][C:6](=[O:19])[NH:7][C:8]1[CH:13]=[C:12]([N:14]([CH3:16])[CH3:15])[C:11]([Cl:17])=[CH:10][C:9]=1[NH2:18])([CH3:4])([CH3:3])[CH3:2].C([O:24][C:25](=O)[CH2:26][C:27]([C:29]1[CH:34]=[CH:33][CH:32]=[C:31]([C:35]2[O:39][N:38]=[C:37]([CH3:40])[CH:36]=2)[CH:30]=1)=[O:28])(C)(C)C, predict the reaction product. The product is: [C:1]([O:5][C:6](=[O:19])[NH:7][C:8]1[CH:13]=[C:12]([N:14]([CH3:16])[CH3:15])[C:11]([Cl:17])=[CH:10][C:9]=1[NH:18][C:25](=[O:24])[CH2:26][C:27]([C:29]1[CH:34]=[CH:33][CH:32]=[C:31]([C:35]2[O:39][N:38]=[C:37]([CH3:40])[CH:36]=2)[CH:30]=1)=[O:28])([CH3:4])([CH3:2])[CH3:3]. (4) The product is: [CH:1]([N:4]1[C:12]2[CH:11]=[C:10]([NH:13][C:14]3[CH:19]=[CH:18][N:17]=[C:16]([C:20]4[CH:21]=[N:22][N:23]([C:25]([CH3:31])([CH3:32])[CH2:26][OH:27])[CH:24]=4)[N:15]=3)[N:9]=[CH:8][C:7]=2[N:6]=[C:5]1[CH3:33])([CH3:3])[CH3:2]. Given the reactants [CH:1]([N:4]1[C:12]2[CH:11]=[C:10]([NH:13][C:14]3[CH:19]=[CH:18][N:17]=[C:16]([C:20]4[CH:21]=[N:22][N:23]([C:25]([CH3:32])([CH3:31])[C:26](OCC)=[O:27])[CH:24]=4)[N:15]=3)[N:9]=[CH:8][C:7]=2[N:6]=[C:5]1[CH3:33])([CH3:3])[CH3:2].[H-].[Al+3].[Li+].[H-].[H-].[H-], predict the reaction product. (5) Given the reactants C(OC([N:8]1[CH2:14][CH2:13][CH2:12][N:11]([C:15]2[N:19]([CH2:20][CH2:21][O:22][CH2:23][CH2:24][O:25][CH3:26])[C:18]3[CH:27]=[CH:28][CH:29]=[CH:30][C:17]=3[N:16]=2)[CH2:10][CH2:9]1)=O)(C)(C)C.[IH:31], predict the reaction product. The product is: [IH:31].[IH:31].[N:11]1([C:15]2[N:19]([CH2:20][CH2:21][O:22][CH2:23][CH2:24][O:25][CH3:26])[C:18]3[CH:27]=[CH:28][CH:29]=[CH:30][C:17]=3[N:16]=2)[CH2:12][CH2:13][CH2:14][NH:8][CH2:9][CH2:10]1.